Dataset: Forward reaction prediction with 1.9M reactions from USPTO patents (1976-2016). Task: Predict the product of the given reaction. (1) Given the reactants [N:1]1[CH:6]=[CH:5][CH:4]=[CH:3][C:2]=1[CH:7]=O.[C:9]([O:13][C:14](=[O:23])[N:15]([CH3:22])[CH:16]1[CH2:21][CH2:20][NH:19][CH2:18][CH2:17]1)([CH3:12])([CH3:11])[CH3:10].C(O[BH-](OC(=O)C)OC(=O)C)(=O)C.[Na+].CO, predict the reaction product. The product is: [C:9]([O:13][C:14](=[O:23])[N:15]([CH3:22])[CH:16]1[CH2:21][CH2:20][N:19]([CH2:7][C:2]2[CH:3]=[CH:4][CH:5]=[CH:6][N:1]=2)[CH2:18][CH2:17]1)([CH3:12])([CH3:11])[CH3:10]. (2) Given the reactants [N:1]1[CH:6]=[CH:5][CH:4]=[CH:3][C:2]=1[C:7]1[C:11]([C:12](O)=[O:13])=[C:10](/[CH:15]=[CH:16]/[C:17]2[CH:22]=[CH:21][CH:20]=[CH:19][CH:18]=2)[O:9][N:8]=1.C(N(CC)CC)C.ClC(OCC)=O.[BH4-].[Na+].[OH-].[Na+], predict the reaction product. The product is: [N:1]1[CH:6]=[CH:5][CH:4]=[CH:3][C:2]=1[C:7]1[C:11]([CH2:12][OH:13])=[C:10](/[CH:15]=[CH:16]/[C:17]2[CH:18]=[CH:19][CH:20]=[CH:21][CH:22]=2)[O:9][N:8]=1.